Dataset: Forward reaction prediction with 1.9M reactions from USPTO patents (1976-2016). Task: Predict the product of the given reaction. (1) Given the reactants [C:1]([C:5]1[CH:12]=[CH:11][C:8]([CH:9]=O)=[CH:7][CH:6]=1)([CH3:4])([CH3:3])[CH3:2].[C:13]1([NH:19][CH2:20][CH2:21][NH2:22])[CH:18]=[CH:17][CH:16]=[CH:15][CH:14]=1.[BH4-].[Na+].[NH:25]1[C:33]2[C:28](=[CH:29][CH:30]=[CH:31][C:32]=2[C:34](O)=[O:35])[CH:27]=[CH:26]1.CCN=C=NCCCN(C)C.Cl, predict the reaction product. The product is: [C:1]([C:5]1[CH:12]=[CH:11][C:8]([CH2:9][N:22]([CH2:21][CH2:20][NH:19][C:13]2[CH:18]=[CH:17][CH:16]=[CH:15][CH:14]=2)[C:34]([C:32]2[CH:31]=[CH:30][CH:29]=[C:28]3[C:33]=2[NH:25][CH:26]=[CH:27]3)=[O:35])=[CH:7][CH:6]=1)([CH3:4])([CH3:3])[CH3:2]. (2) Given the reactants [CH:1]([O:4][C:5]1[CH:14]=[C:13]2[C:8]([CH2:9][CH2:10][N:11]3[C:17]([C:18]([O:20][CH2:21][CH3:22])=[O:19])=[C:16]([CH2:23][CH2:24][CH2:25]OS(C)(=O)=O)[C:15]([C:31]4[S:32][CH:33]=[CH:34][CH:35]=4)=[C:12]32)=[CH:7][C:6]=1[O:36][CH3:37])([CH3:3])[CH3:2].[C:38]([NH2:42])([CH3:41])([CH3:40])[CH3:39].O, predict the reaction product. The product is: [C:38]([NH:42][CH2:25][CH2:24][CH2:23][C:16]1[C:15]([C:31]2[S:32][CH:33]=[CH:34][CH:35]=2)=[C:12]2[C:13]3[C:8](=[CH:7][C:6]([O:36][CH3:37])=[C:5]([O:4][CH:1]([CH3:2])[CH3:3])[CH:14]=3)[CH2:9][CH2:10][N:11]2[C:17]=1[C:18]([O:20][CH2:21][CH3:22])=[O:19])([CH3:41])([CH3:40])[CH3:39]. (3) Given the reactants [CH3:1][C:2]1[C:3]2[S:10][C:9]([C:11]3[N:15]4[N:16]=[C:17]([NH:20][C@H:21]5[CH2:26][CH2:25][C@H:24]([OH:27])[CH2:23][CH2:22]5)[CH:18]=[CH:19][C:14]4=[N:13][CH:12]=3)=[CH:8][C:4]=2[CH:5]=[N:6][CH:7]=1.[H-].[Na+].[CH3:30]I, predict the reaction product. The product is: [CH3:30][N:20]([C@H:21]1[CH2:26][CH2:25][C@H:24]([OH:27])[CH2:23][CH2:22]1)[C:17]1[CH:18]=[CH:19][C:14]2[N:15]([C:11]([C:9]3[S:10][C:3]4[C:2]([CH3:1])=[CH:7][N:6]=[CH:5][C:4]=4[CH:8]=3)=[CH:12][N:13]=2)[N:16]=1. (4) Given the reactants [F:1][C:2]([F:11])([F:10])[C:3]1[CH:4]=[C:5]([OH:9])[CH:6]=[N:7][CH:8]=1.F[C:13]1[CH:20]=[CH:19][C:18]([CH:21]=[O:22])=[CH:17][C:14]=1[C:15]#[N:16], predict the reaction product. The product is: [CH:21]([C:18]1[CH:19]=[CH:20][C:13]([O:9][C:5]2[CH:6]=[N:7][CH:8]=[C:3]([C:2]([F:1])([F:10])[F:11])[CH:4]=2)=[C:14]([CH:17]=1)[C:15]#[N:16])=[O:22].